From a dataset of Catalyst prediction with 721,799 reactions and 888 catalyst types from USPTO. Predict which catalyst facilitates the given reaction. (1) Reactant: [NH2:1][CH2:2][CH2:3][C:4]([C:9]1[CH:14]=[CH:13][C:12]([F:15])=[CH:11][CH:10]=1)([OH:8])[CH2:5][CH:6]=[CH2:7].CCN(C(C)C)C(C)C.Cl[C:26](Cl)([O:28]C(=O)OC(Cl)(Cl)Cl)Cl. Product: [CH2:5]([C:4]1([C:9]2[CH:10]=[CH:11][C:12]([F:15])=[CH:13][CH:14]=2)[O:8][C:26](=[O:28])[NH:1][CH2:2][CH2:3]1)[CH:6]=[CH2:7]. The catalyst class is: 158. (2) Reactant: [Cl:1]C(N(C)C)=C(C)C.[Br:9][C:10]1[CH:11]=[C:12]2[C:22](=[CH:23][CH:24]=1)[O:21][C:15]1[CH:16]=[N:17][C:18]([Cl:20])=[CH:19][C:14]=1[C:13]2([NH:28][C:29]([NH:31][C:32](=[O:42])[C:33]1[CH:38]=[CH:37][C:36]([N+:39]([O-:41])=[O:40])=[CH:35][CH:34]=1)=[S:30])[CH2:25][CH2:26]O. Product: [ClH:1].[Br:9][C:10]1[CH:11]=[C:12]2[C:13]3([CH2:25][CH2:26][S:30][C:29]([NH:31][C:32](=[O:42])[C:33]4[CH:34]=[CH:35][C:36]([N+:39]([O-:41])=[O:40])=[CH:37][CH:38]=4)=[N:28]3)[C:14]3[CH:19]=[C:18]([Cl:20])[N:17]=[CH:16][C:15]=3[O:21][C:22]2=[CH:23][CH:24]=1. The catalyst class is: 2. (3) Reactant: C(=O)([O-])[O-].[K+].[K+].Br[C:8]1[CH:13]=[C:12]([CH2:14][N:15]2[C:23](=[O:24])[C:22]3[C:17](=[CH:18][CH:19]=[CH:20][CH:21]=3)[C:16]2=[O:25])[CH:11]=[CH:10][N:9]=1.[F:26][C:27]([F:44])([F:43])[C:28]1[N:33]=[CH:32][C:31](B(OC(C)C)OC(C)C)=[CH:30][N:29]=1.O. Product: [F:26][C:27]([F:44])([F:43])[C:28]1[N:33]=[CH:32][C:31]([C:8]2[CH:13]=[C:12]([CH2:14][N:15]3[C:23](=[O:24])[C:22]4[C:17](=[CH:18][CH:19]=[CH:20][CH:21]=4)[C:16]3=[O:25])[CH:11]=[CH:10][N:9]=2)=[CH:30][N:29]=1. The catalyst class is: 75. (4) Reactant: [Cl:1][C:2]1[CH:3]=[CH:4][C:5](/[CH:14]=[CH:15]/[C:16]([N:18]2[CH2:23][CH2:22][N:21]([CH2:24][C:25]3[CH:30]=[CH:29][C:28]([F:31])=[CH:27][CH:26]=3)[CH2:20][C@H:19]2[CH3:32])=[O:17])=[C:6]([NH:8]C(NC#N)=N)[CH:7]=1.[C:33](Cl)(=[O:37])[C:34](Cl)=O.[CH3:39]S(C)=O.CCN(CC)CC.[OH2:50]. Product: [C:32]([C@@H:19]1[CH2:20][N:21]([CH2:24][C:25]2[CH:30]=[CH:29][C:28]([F:31])=[CH:27][CH:26]=2)[CH2:22][CH2:23][N:18]1[C:16](=[O:17])/[CH:15]=[CH:14]/[C:5]1[CH:4]=[CH:3][C:2]([Cl:1])=[CH:7][C:6]=1[NH:8][C:33](=[O:37])[CH3:34])(=[O:50])[CH3:39]. The catalyst class is: 2. (5) Product: [OH:2][C:3]1[CH:4]=[CH:5][C:6](/[CH:7]=[CH:8]/[N:9]2[C:13]3[CH:14]=[CH:15][CH:16]=[CH:17][C:12]=3[S:11][C:10]2=[O:18])=[CH:19][CH:20]=1. The catalyst class is: 2. Reactant: C[O:2][C:3]1[CH:20]=[CH:19][C:6](/[CH:7]=[CH:8]/[N:9]2[C:13]3[CH:14]=[CH:15][CH:16]=[CH:17][C:12]=3[S:11][C:10]2=[O:18])=[CH:5][CH:4]=1.B(Br)(Br)Br.C([O-])(O)=O.[Na+]. (6) Reactant: Cl[C:2]1[C:11]2=[N:12][N:13](CC3C=CC(OC)=CC=3)[CH:14]=[C:10]2[C:9]2[CH:8]=[C:7]([O:24][CH3:25])[CH:6]=[CH:5][C:4]=2[N:3]=1.[CH:26]1([C:29]2[NH:33][N:32]=[C:31]([NH2:34])[CH:30]=2)[CH2:28][CH2:27]1.Cl. Product: [CH:26]1([C:29]2[NH:33][N:32]=[C:31]([NH:34][C:2]3[C:11]4[NH:12][N:13]=[CH:14][C:10]=4[C:9]4[CH:8]=[C:7]([O:24][CH3:25])[CH:6]=[CH:5][C:4]=4[N:3]=3)[CH:30]=2)[CH2:28][CH2:27]1. The catalyst class is: 71.